From a dataset of Reaction yield outcomes from USPTO patents with 853,638 reactions. Predict the reaction yield, written as a fraction of the theoretical maximum amount of product (1.0 means a 100% yield; for example, 0.34 means a 34% yield). (1) The reactants are F[C:2]1[CH:7]=[C:6]([C:8]2[C:16]3[C:11](=[CH:12][CH:13]=[C:14]([N+:17]([O-:19])=[O:18])[CH:15]=3)[N:10]([C:20]([C:33]3[CH:38]=[CH:37][CH:36]=[CH:35][CH:34]=3)([C:27]3[CH:32]=[CH:31][CH:30]=[CH:29][CH:28]=3)[C:21]3[CH:26]=[CH:25][CH:24]=[CH:23][CH:22]=3)[N:9]=2)[CH:5]=[CH:4][N:3]=1.[CH2:39]([NH2:41])[CH3:40]. The catalyst is C1COCC1. The product is [CH2:39]([NH:41][C:2]1[CH:7]=[C:6]([C:8]2[C:16]3[C:11](=[CH:12][CH:13]=[C:14]([N+:17]([O-:19])=[O:18])[CH:15]=3)[N:10]([C:20]([C:21]3[CH:22]=[CH:23][CH:24]=[CH:25][CH:26]=3)([C:33]3[CH:34]=[CH:35][CH:36]=[CH:37][CH:38]=3)[C:27]3[CH:28]=[CH:29][CH:30]=[CH:31][CH:32]=3)[N:9]=2)[CH:5]=[CH:4][N:3]=1)[CH3:40]. The yield is 0.360. (2) The reactants are C(OP([CH2:9][C:10]([O:12][CH2:13][CH3:14])=[O:11])(OCC)=O)C.[H-].[Na+].[Cl:17][C:18]1[CH:19]=[C:20]2[CH:26]=[CH:25][N:24]([C:27]3[N:31]([CH3:32])[N:30]=[C:29]([CH3:33])[C:28]=3[CH:34]=O)[C:21]2=[N:22][CH:23]=1. The catalyst is O1CCCC1. The product is [Cl:17][C:18]1[CH:19]=[C:20]2[CH:26]=[CH:25][N:24]([C:27]3[N:31]([CH3:32])[N:30]=[C:29]([CH3:33])[C:28]=3/[CH:34]=[CH:9]/[C:10]([O:12][CH2:13][CH3:14])=[O:11])[C:21]2=[N:22][CH:23]=1. The yield is 0.990. (3) The yield is 0.660. The catalyst is O. The product is [ClH:71].[O:36]=[C:37]1[C:46]2[CH:47]=[N:48][NH:49][C:45]=2[C:44]2[CH:43]=[CH:42][C:41]([C:56]3[CH:61]=[CH:60][N:3]=[CH:2][C:57]=3[NH:62][C:63](=[O:65])[CH3:64])=[CH:40][C:39]=2[N:38]1[CH2:66][C:67]([F:68])([F:69])[F:70]. The reactants are O=[C:2]1C2C=NN(C3CCCCO3)C=2C2C=CC(C3C(NC(=O)C)=NC=CC=3)=CC=2[N:3]1CC(F)(F)F.[O:36]=[C:37]1[C:46]2[CH2:47][N:48](C3CCCCO3)[NH:49][C:45]=2[C:44]2[CH:43]=[CH:42][C:41]([C:56]3[C:57]([NH:62][C:63](=[O:65])[CH3:64])=NC=[CH:60][CH:61]=3)=[CH:40][C:39]=2[N:38]1[CH2:66][C:67]([F:70])([F:69])[F:68].[ClH:71].